This data is from Full USPTO retrosynthesis dataset with 1.9M reactions from patents (1976-2016). The task is: Predict the reactants needed to synthesize the given product. (1) Given the product [ClH:23].[C:13]([C:16]1[CH:21]=[CH:20][C:19]([O:9][CH:7]2[CH2:8][N:2]([CH3:1])[CH2:3][CH2:4][C:5]3[S:12][CH:11]=[CH:10][C:6]2=3)=[C:18]([Cl:23])[CH:17]=1)(=[O:15])[NH2:14], predict the reactants needed to synthesize it. The reactants are: [CH3:1][N:2]1[CH2:8][CH:7]([OH:9])[C:6]2[CH:10]=[CH:11][S:12][C:5]=2[CH2:4][CH2:3]1.[C:13]([C:16]1[CH:21]=[CH:20][C:19](F)=[C:18]([Cl:23])[CH:17]=1)(=[O:15])[NH2:14]. (2) Given the product [CH3:13][Sn:14]([CH3:16])([CH3:15])[C:8]1[S:9][C:10]([Sn:14]([CH3:16])([CH3:15])[CH3:13])=[CH:11][CH:7]=1, predict the reactants needed to synthesize it. The reactants are: C([Li])CCC.Br[C:7]1[CH:11]=[CH:10][S:9][C:8]=1Br.[CH3:13][Sn:14](Cl)([CH3:16])[CH3:15]. (3) The reactants are: Cl[C:2]1[CH:11]=[N:10][C:9]2[C:4](=[C:5]3[CH:19]=[CH:18][CH:17]=[CH:16][C:6]3=[C:7]3[CH:15]=[CH:14][CH:13]=[CH:12][C:8]3=2)[N:3]=1.[Cl:20][C:21]1[CH:26]=[CH:25][C:24](B(O)O)=[CH:23][CH:22]=1.CC1C=CC=CC=1P(C1C=CC=CC=1C)C1C=CC=CC=1C.C(=O)([O-])[O-].[K+].[K+]. Given the product [Cl:20][C:21]1[CH:26]=[CH:25][C:24]([C:2]2[CH:11]=[N:10][C:9]3[C:4](=[C:5]4[CH:19]=[CH:18][CH:17]=[CH:16][C:6]4=[C:7]4[CH:15]=[CH:14][CH:13]=[CH:12][C:8]4=3)[N:3]=2)=[CH:23][CH:22]=1, predict the reactants needed to synthesize it. (4) Given the product [Cl:1][C:2]1[CH:7]=[CH:6][CH:5]=[CH:4][C:3]=1[N:8]1[C:17](=[O:18])[C:16]2[CH:15]=[N:14][C:13]([NH:25][C:26]3[CH:27]=[CH:28][C:29]([CH:32]4[CH2:36][CH2:35][CH2:34][NH:33]4)=[CH:30][CH:31]=3)=[N:12][C:11]=2[N:10]2[CH:22]=[CH:23][N:24]=[C:9]12.[F:44][C:45]([F:50])([F:49])[C:46]([OH:48])=[O:47], predict the reactants needed to synthesize it. The reactants are: [Cl:1][C:2]1[CH:7]=[CH:6][CH:5]=[CH:4][C:3]=1[N:8]1[C:17](=[O:18])[C:16]2[C:11](=[N:12][C:13](S(C)=O)=[N:14][CH:15]=2)[N:10]2[CH:22]=[CH:23][N:24]=[C:9]12.[NH2:25][C:26]1[CH:31]=[CH:30][C:29]([CH:32]2[CH2:36][CH2:35][CH2:34][N:33]2C(OC(C)(C)C)=O)=[CH:28][CH:27]=1.[F:44][C:45]([F:50])([F:49])[C:46]([OH:48])=[O:47]. (5) Given the product [CH3:18][C:9]1[N:10]([C:11]([O:13][CH2:14][CH:15]([CH3:17])[CH3:16])=[O:12])[C:4]2[C:5]([N:8]=1)=[N:6][CH:7]=[C:2]([C:34]1[CH:35]=[CH:36][C:30]3[O:29][CH2:28][CH2:27][N:26]([C:24]([O:23][C:20]([CH3:21])([CH3:19])[CH3:22])=[O:25])[CH2:32][C:31]=3[CH:33]=1)[CH:3]=2, predict the reactants needed to synthesize it. The reactants are: Br[C:2]1[CH:3]=[C:4]2[N:10]([C:11]([O:13][CH2:14][CH:15]([CH3:17])[CH3:16])=[O:12])[C:9]([CH3:18])=[N:8][C:5]2=[N:6][CH:7]=1.[CH3:19][C:20]([O:23][C:24]([N:26]1[CH2:32][C:31]2[CH:33]=[C:34](B(O)O)[CH:35]=[CH:36][C:30]=2[O:29][CH2:28][CH2:27]1)=[O:25])([CH3:22])[CH3:21].C([O-])(=O)C.[K+]. (6) Given the product [F:34][C:32]([F:33])([F:35])[C:28]1[N:27]=[C:26]([C:11]2[N:12]=[C:13]([NH:15][C:16]3[CH:21]=[CH:20][N:19]=[C:18]([C:22]([F:23])([F:24])[F:25])[CH:17]=3)[CH:14]=[C:9]([NH2:8])[N:10]=2)[CH:31]=[CH:30][CH:29]=1, predict the reactants needed to synthesize it. The reactants are: COC1C=CC(C[NH:8][C:9]2[CH:14]=[C:13]([NH:15][C:16]3[CH:21]=[CH:20][N:19]=[C:18]([C:22]([F:25])([F:24])[F:23])[CH:17]=3)[N:12]=[C:11]([C:26]3[CH:31]=[CH:30][CH:29]=[C:28]([C:32]([F:35])([F:34])[F:33])[N:27]=3)[N:10]=2)=CC=1.C(O)(C(F)(F)F)=O. (7) The reactants are: [H-].[Na+].[CH3:3][O:4][C:5]1[CH:46]=[CH:45][C:8]([CH2:9][O:10][C:11]2[N:16]=[C:15]([C:17]3[CH:30]=[CH:29][CH:28]=[C:27]4[C:18]=3[S:19][C:20]3[CH:21]=[CH:22][C:23]([NH:31][C:32](=[O:38])[O:33][C:34]([CH3:37])([CH3:36])[CH3:35])=[CH:24][C:25]=3[CH2:26]4)[CH:14]=[C:13]([N:39]3[CH2:44][CH2:43][O:42][CH2:41][CH2:40]3)[CH:12]=2)=[CH:7][CH:6]=1.IC.[C:49](OCC)(=O)C. Given the product [CH3:3][O:4][C:5]1[CH:46]=[CH:45][C:8]([CH2:9][O:10][C:11]2[N:16]=[C:15]([C:17]3[CH:30]=[CH:29][CH:28]=[C:27]4[C:18]=3[S:19][C:20]3[CH:21]=[CH:22][C:23]([N:31]([CH3:49])[C:32](=[O:38])[O:33][C:34]([CH3:37])([CH3:35])[CH3:36])=[CH:24][C:25]=3[CH2:26]4)[CH:14]=[C:13]([N:39]3[CH2:40][CH2:41][O:42][CH2:43][CH2:44]3)[CH:12]=2)=[CH:7][CH:6]=1, predict the reactants needed to synthesize it. (8) Given the product [Cl:1][C:2]1[C:11]([OH:12])=[CH:10][C:9]([OH:8])=[C:4]([C:5]2[C:6]([C:13]3[CH:24]=[CH:23][C:16]([O:17][CH2:18][CH2:19][CH2:20][C:21]#[N:22])=[C:15]([O:25][CH2:26][CH2:27][CH2:28][C:29]#[N:30])[CH:14]=3)=[CH:7][NH:34][N:33]=2)[CH:3]=1, predict the reactants needed to synthesize it. The reactants are: [Cl:1][C:2]1[CH:3]=[C:4]2[C:9](=[CH:10][C:11]=1[OH:12])[O:8][CH:7]=[C:6]([C:13]1[CH:24]=[CH:23][C:16]([O:17][CH2:18][CH2:19][CH2:20][C:21]#[N:22])=[C:15]([O:25][CH2:26][CH2:27][CH2:28][C:29]#[N:30])[CH:14]=1)[C:5]2=O.O.[NH2:33][NH2:34]. (9) Given the product [CH:25]1([NH:28][C:18]2[S:19]/[C:15](=[CH:14]\[C:11]3[CH:12]=[C:13]4[C:8](=[CH:9][CH:10]=3)[N:7]=[CH:6][C:5]([C:23]#[N:24])=[C:4]4[O:3][CH2:1][CH3:2])/[C:16](=[O:22])[N:17]=2)[CH2:27][CH2:26]1, predict the reactants needed to synthesize it. The reactants are: [CH2:1]([O:3][C:4]1[C:13]2[C:8](=[CH:9][CH:10]=[C:11](/[CH:14]=[C:15]3/[C:16](=[O:22])[N:17]=[C:18](SC)[S:19]/3)[CH:12]=2)[N:7]=[CH:6][C:5]=1[C:23]#[N:24])[CH3:2].[CH:25]1([NH2:28])[CH2:27][CH2:26]1.CCN(C(C)C)C(C)C.